This data is from Full USPTO retrosynthesis dataset with 1.9M reactions from patents (1976-2016). The task is: Predict the reactants needed to synthesize the given product. (1) Given the product [O:1]1[C:5]2[CH:6]=[CH:7][CH:8]=[CH:9][C:4]=2[CH:3]=[C:2]1[C:10]1[C:18]2[C:13](=[CH:14][CH:15]=[C:16]([C:19]([NH:35][CH3:39])=[O:21])[CH:17]=2)[NH:12][N:11]=1, predict the reactants needed to synthesize it. The reactants are: [O:1]1[C:5]2[CH:6]=[CH:7][CH:8]=[CH:9][C:4]=2[CH:3]=[C:2]1[C:10]1[C:18]2[C:13](=[CH:14][CH:15]=[C:16]([C:19]([OH:21])=O)[CH:17]=2)[N:12](C2CCCCO2)[N:11]=1.F[P-](F)(F)(F)(F)F.[N:35]1(OC(N(C)C)=[N+](C)C)[C:39]2C=CC=CC=2N=N1.CN. (2) Given the product [CH3:19][O:18][C:15]1[CH:16]=[C:17]2[C:12](=[CH:13][CH:14]=1)[NH:11][C:10]([CH3:20])=[C:9]2[CH2:8][C:7]([NH:6][C@H:5]([C:22]([NH:24][C:25]1[CH:34]=[CH:33][C:32]2[C:27](=[CH:28][CH:29]=[CH:30][CH:31]=2)[CH:26]=1)=[O:23])[CH2:4][CH2:3][CH2:2][S:1][CH2:36][C:37](=[O:39])[CH3:38])=[O:21], predict the reactants needed to synthesize it. The reactants are: [SH:1][CH2:2][CH2:3][CH2:4][C@@H:5]([C:22]([NH:24][C:25]1[CH:34]=[CH:33][C:32]2[C:27](=[CH:28][CH:29]=[CH:30][CH:31]=2)[CH:26]=1)=[O:23])[NH:6][C:7](=[O:21])[CH2:8][C:9]1[C:17]2[C:12](=[CH:13][CH:14]=[C:15]([O:18][CH3:19])[CH:16]=2)[NH:11][C:10]=1[CH3:20].Cl[CH2:36][C:37](=[O:39])[CH3:38]. (3) The reactants are: [CH2:1]([NH:8][C:9]1[C:14]([C:15]([O:17][CH3:18])=[O:16])=[CH:13][N:12]=[CH:11][CH:10]=1)[C:2]1[CH:7]=[CH:6][CH:5]=[CH:4][CH:3]=1.C(C(CC)CNC1N=CC=CC=1C(OCC)=[O:27])C. Given the product [CH2:1]([N:8]1[C:9]2[CH:10]=[CH:11][N:12]=[CH:13][C:14]=2[C:15](=[O:16])[O:17][C:18]1=[O:27])[C:2]1[CH:3]=[CH:4][CH:5]=[CH:6][CH:7]=1, predict the reactants needed to synthesize it. (4) Given the product [C:21]([C:17]1[CH:16]=[C:15]([C:14]2[N:10]([C:5]3[CH:6]=[CH:7][C:8]([F:9])=[C:3]([C:1]#[N:2])[CH:4]=3)[N:11]=[C:12]([C:23]([N:59]3[CH2:63][C:62](=[O:64])[NH:61][CH2:60]3)=[O:25])[CH:13]=2)[CH:20]=[CH:19][CH:18]=1)#[N:22], predict the reactants needed to synthesize it. The reactants are: [C:1]([C:3]1[CH:4]=[C:5]([N:10]2[C:14]([C:15]3[CH:20]=[CH:19][CH:18]=[C:17]([C:21]#[N:22])[CH:16]=3)=[CH:13][C:12]([C:23]([OH:25])=O)=[N:11]2)[CH:6]=[CH:7][C:8]=1[F:9])#[N:2].C(N(CC)C(C)C)(C)C.ClC1C=C(N2C(C3C=CC=C(OCCO)C=3)=CC(C([N:59]3[CH2:63][C:62](=[O:64])[NH:61][CH2:60]3)=O)=N2)C=CC=1. (5) Given the product [Br:1][C:2]1[CH:7]=[C:6]([O:8][CH3:9])[C:5]([C:10]2[C:11](=[O:17])[CH:12]([CH2:31][C:30]#[CH:29])[CH2:13][C:14]=2[O:15][CH3:16])=[C:4]([Cl:18])[CH:3]=1, predict the reactants needed to synthesize it. The reactants are: [Br:1][C:2]1[CH:7]=[C:6]([O:8][CH3:9])[C:5]([C:10]2[C:11](=[O:17])[CH2:12][CH2:13][C:14]=2[O:15][CH3:16])=[C:4]([Cl:18])[CH:3]=1.C[Si](C)(C)[N-][Si](C)(C)C.[K+].[CH2:29](Br)[C:30]#[CH:31].